This data is from Forward reaction prediction with 1.9M reactions from USPTO patents (1976-2016). The task is: Predict the product of the given reaction. (1) Given the reactants C([O:8][C:9]1[CH:14]=[CH:13][C:12]([C@@H:15]([OH:39])[CH2:16][NH:17][C@@H:18]([CH2:21][C:22]2[CH:27]=[CH:26][C:25]([O:28][C:29]3[C:38]4[C:33](=[CH:34][CH:35]=[CH:36][CH:37]=4)[N:32]=[CH:31][CH:30]=3)=[CH:24][CH:23]=2)[CH2:19][OH:20])=[CH:11][C:10]=1[NH:40][S:41]([CH3:44])(=[O:43])=[O:42])C1C=CC=CC=1, predict the reaction product. The product is: [OH:8][C:9]1[CH:14]=[CH:13][C:12]([C@@H:15]([OH:39])[CH2:16][NH:17][C@@H:18]([CH2:21][C:22]2[CH:23]=[CH:24][C:25]([O:28][C:29]3[C:38]4[C:33](=[CH:34][CH:35]=[CH:36][CH:37]=4)[N:32]=[CH:31][CH:30]=3)=[CH:26][CH:27]=2)[CH2:19][OH:20])=[CH:11][C:10]=1[NH:40][S:41]([CH3:44])(=[O:43])=[O:42]. (2) Given the reactants [CH3:1][N:2]([CH3:33])[C:3]([N:5]1[C:14]2[C:9](=[CH:10][CH:11]=[CH:12][CH:13]=2)[C:8]2([CH2:19][CH2:18][N:17]([CH:20]3[CH2:25][CH2:24][N:23](C(OC(C)(C)C)=O)[CH2:22][CH2:21]3)[CH2:16][CH2:15]2)[CH2:7][CH2:6]1)=[O:4].C(O)(C(F)(F)F)=O, predict the reaction product. The product is: [CH3:1][N:2]([CH3:33])[C:3]([N:5]1[C:14]2[C:9](=[CH:10][CH:11]=[CH:12][CH:13]=2)[C:8]2([CH2:15][CH2:16][N:17]([CH:20]3[CH2:25][CH2:24][NH:23][CH2:22][CH2:21]3)[CH2:18][CH2:19]2)[CH2:7][CH2:6]1)=[O:4]. (3) Given the reactants [Cl:1][C:2]1[C:3]([CH2:17][NH:18][C:19]2[CH:28]=[C:27]3[C:22]([CH2:23][CH2:24][CH:25]([C:29]4[C:34]([F:35])=[CH:33][CH:32]=[CH:31][N:30]=4)[O:26]3)=[CH:21][C:20]=2[CH3:36])=[C:4]([NH2:16])[C:5]([C:8]2[C:9]([CH3:15])=[N:10][N:11]([CH3:14])[C:12]=2[CH3:13])=[N:6][CH:7]=1.C(N(CC)CC)C.Cl[C:45](Cl)([O:47]C(=O)OC(Cl)(Cl)Cl)Cl.C(=O)([O-])[O-].[K+].[K+], predict the reaction product. The product is: [Cl:1][C:2]1[C:3]2[CH2:17][N:18]([C:19]3[CH:28]=[C:27]4[C:22]([CH2:23][CH2:24][CH:25]([C:29]5[C:34]([F:35])=[CH:33][CH:32]=[CH:31][N:30]=5)[O:26]4)=[CH:21][C:20]=3[CH3:36])[C:45](=[O:47])[NH:16][C:4]=2[C:5]([C:8]2[C:9]([CH3:15])=[N:10][N:11]([CH3:14])[C:12]=2[CH3:13])=[N:6][CH:7]=1.